Dataset: Peptide-MHC class I binding affinity with 185,985 pairs from IEDB/IMGT. Task: Regression. Given a peptide amino acid sequence and an MHC pseudo amino acid sequence, predict their binding affinity value. This is MHC class I binding data. (1) The peptide sequence is KVFPYALINK. The MHC is HLA-A66:01 with pseudo-sequence HLA-A66:01. The binding affinity (normalized) is 0.182. (2) The peptide sequence is LAAEEILTL. The binding affinity (normalized) is 1.00. The MHC is HLA-C03:03 with pseudo-sequence HLA-C03:03. (3) The peptide sequence is PFDIKYISR. The MHC is HLA-A68:01 with pseudo-sequence HLA-A68:01. The binding affinity (normalized) is 0.450. (4) The peptide sequence is TASILLWYAQ. The MHC is HLA-B58:01 with pseudo-sequence HLA-B58:01. The binding affinity (normalized) is 0.360.